The task is: Predict the reactants needed to synthesize the given product.. This data is from Full USPTO retrosynthesis dataset with 1.9M reactions from patents (1976-2016). (1) The reactants are: CO.[O:3]1[C:8]2[CH:9]=[CH:10][C:11]([CH2:13][N:14]([CH:22]3[CH2:27][CH2:26][N:25]([CH2:28][CH2:29][N:30]4[C:39]5[C:34](=[C:35]([NH2:40])[CH:36]=[CH:37][CH:38]=5)[CH:33]=[CH:32][C:31]4=[O:41])[CH2:24][CH2:23]3)[C:15](=[O:21])[O:16][C:17]([CH3:20])([CH3:19])[CH3:18])=[CH:12][C:7]=2[O:6][CH2:5][CH2:4]1.[C:42](=O)([O-])[O-].[Na+].[Na+].S(OC)(OC)(=O)=O. Given the product [O:3]1[C:8]2[CH:9]=[CH:10][C:11]([CH2:13][N:14]([CH:22]3[CH2:27][CH2:26][N:25]([CH2:28][CH2:29][N:30]4[C:39]5[C:34](=[C:35]([NH:40][CH3:42])[CH:36]=[CH:37][CH:38]=5)[CH:33]=[CH:32][C:31]4=[O:41])[CH2:24][CH2:23]3)[C:15](=[O:21])[O:16][C:17]([CH3:20])([CH3:19])[CH3:18])=[CH:12][C:7]=2[O:6][CH2:5][CH2:4]1, predict the reactants needed to synthesize it. (2) Given the product [F:37][C:2]([F:36])([F:1])[C:3]1[CH:8]=[CH:7][C:6](/[CH:9]=[CH:10]/[C:11]2[O:12][CH:13]=[C:14]([CH2:16][O:17][C:18]3[CH:23]=[CH:22][C:21]([CH2:24][CH2:25][CH2:26][CH2:27][N:28]4[CH:32]=[CH:31][N:30]=[C:29]4[CH2:33][CH2:34][NH:35][S:41]([CH:39]([CH3:40])[CH3:38])(=[O:43])=[O:42])=[CH:20][CH:19]=3)[N:15]=2)=[CH:5][CH:4]=1, predict the reactants needed to synthesize it. The reactants are: [F:1][C:2]([F:37])([F:36])[C:3]1[CH:8]=[CH:7][C:6](/[CH:9]=[CH:10]/[C:11]2[O:12][CH:13]=[C:14]([CH2:16][O:17][C:18]3[CH:23]=[CH:22][C:21]([CH2:24][CH2:25][CH2:26][CH2:27][N:28]4[CH:32]=[CH:31][N:30]=[C:29]4[CH2:33][CH2:34][NH2:35])=[CH:20][CH:19]=3)[N:15]=2)=[CH:5][CH:4]=1.[CH3:38][CH:39]([S:41](Cl)(=[O:43])=[O:42])[CH3:40]. (3) Given the product [CH3:22][N:23]1[CH2:28][CH2:27][N:26]([C:8]([C:7]2[CH:6]=[CH:5][C:4]([N+:1]([O-:3])=[O:2])=[CH:12][CH:11]=2)=[O:10])[CH2:25][CH2:24]1, predict the reactants needed to synthesize it. The reactants are: [N+:1]([C:4]1[CH:12]=[CH:11][C:7]([C:8]([OH:10])=O)=[CH:6][CH:5]=1)([O-:3])=[O:2].C(N(C(C)C)CC)(C)C.[CH3:22][N:23]1[CH2:28][CH2:27][NH:26][CH2:25][CH2:24]1. (4) Given the product [CH2:37]([C:23]1[N:22]=[C:21]([C:17]2[CH:16]=[C:15]([C:11]3[CH:12]=[CH:13][CH:14]=[C:9]([S:6]([NH2:5])(=[O:8])=[O:7])[CH:10]=3)[CH:20]=[CH:19][CH:18]=2)[CH:26]=[C:25]([C:27]2[CH:32]=[CH:31][C:30]([C:33]([F:35])([F:36])[F:34])=[CH:29][CH:28]=2)[CH:24]=1)[CH3:38], predict the reactants needed to synthesize it. The reactants are: C([NH:5][S:6]([C:9]1[CH:10]=[C:11]([C:15]2[CH:20]=[CH:19][CH:18]=[C:17]([C:21]3[CH:26]=[C:25]([C:27]4[CH:32]=[CH:31][C:30]([C:33]([F:36])([F:35])[F:34])=[CH:29][CH:28]=4)[CH:24]=[C:23]([CH2:37][CH3:38])[N:22]=3)[CH:16]=2)[CH:12]=[CH:13][CH:14]=1)(=[O:8])=[O:7])(C)(C)C.C(O)(C(F)(F)F)=O. (5) Given the product [C:1]([O:5][C:6](=[O:20])[NH:7][CH2:8][CH2:9][C:10]1[C:14]2[CH:15]=[C:16]([I:21])[CH:17]=[CH:18][C:13]=2[O:12][CH:11]=1)([CH3:4])([CH3:3])[CH3:2], predict the reactants needed to synthesize it. The reactants are: [C:1]([O:5][C:6](=[O:20])[NH:7][CH2:8][CH2:9][C:10]1[C:14]2[CH:15]=[CH:16][C:17](I)=[CH:18][C:13]=2[O:12][CH:11]=1)([CH3:4])([CH3:3])[CH3:2].[I:21]C1C=CC2OC=C(CCN)C=2C=1.